Dataset: Forward reaction prediction with 1.9M reactions from USPTO patents (1976-2016). Task: Predict the product of the given reaction. (1) Given the reactants [CH2:1]([O:3][C:4]([C:6]1[C:7]([O:25]S(C(F)(F)F)(=O)=O)=[N:8][C:9]2[C:14]([C:15]=1[CH2:16][C:17]1[CH:22]=[CH:21][CH:20]=[CH:19][C:18]=1[Cl:23])=[CH:13][C:12]([Cl:24])=[CH:11][CH:10]=2)=[O:5])[CH3:2].[F:33][C:34]([F:39])([F:38])[CH:35](O)[CH3:36], predict the reaction product. The product is: [CH2:1]([O:3][C:4]([C:6]1[C:7]([O:25][CH:35]([CH3:36])[C:34]([F:39])([F:38])[F:33])=[N:8][C:9]2[C:14]([C:15]=1[CH2:16][C:17]1[CH:22]=[CH:21][CH:20]=[CH:19][C:18]=1[Cl:23])=[CH:13][C:12]([Cl:24])=[CH:11][CH:10]=2)=[O:5])[CH3:2]. (2) The product is: [ClH:32].[Cl:32][C:27]1[CH:28]=[CH:29][CH:30]=[CH:31][C:26]=1[N:25]1[CH:21]([C:17]2[CH:18]=[CH:19][CH:20]=[C:15]([N:11]3[CH2:12][CH2:13][CH2:14][NH:8][CH2:9][CH2:10]3)[CH:16]=2)[CH2:22][C:23]([C:33]([F:39])([F:38])[C:34]([F:36])([F:37])[F:35])=[N:24]1. Given the reactants C([N:8]1[CH2:14][CH2:13][CH2:12][N:11]([C:15]2[CH:16]=[C:17]([CH:21]3[N:25]([C:26]4[CH:31]=[CH:30][CH:29]=[CH:28][C:27]=4[Cl:32])[N:24]=[C:23]([C:33]([F:39])([F:38])[C:34]([F:37])([F:36])[F:35])[CH2:22]3)[CH:18]=[CH:19][CH:20]=2)[CH2:10][CH2:9]1)(OC(C)(C)C)=O.Cl, predict the reaction product.